Dataset: Forward reaction prediction with 1.9M reactions from USPTO patents (1976-2016). Task: Predict the product of the given reaction. Given the reactants Cl[C:2]1[C:11]2[C:6](=[CH:7][CH:8]=[C:9]([I:12])[CH:10]=2)[N:5]=[CH:4][C:3]=1[C:13]#[N:14].[CH2:15]([SH:17])[CH3:16].CCN(C(C)C)C(C)C, predict the reaction product. The product is: [CH2:15]([S:17][C:2]1[C:11]2[C:6](=[CH:7][CH:8]=[C:9]([I:12])[CH:10]=2)[N:5]=[CH:4][C:3]=1[C:13]#[N:14])[CH3:16].